This data is from Catalyst prediction with 721,799 reactions and 888 catalyst types from USPTO. The task is: Predict which catalyst facilitates the given reaction. Reactant: [CH2:1]([O:3][C:4]([C:6]1[CH:7]=[C:8]2[C:13](=[CH:14][CH:15]=1)[NH:12][CH:11]([C:16]1[CH:17]=[C:18]([C:22]3[CH:27]=[CH:26][C:25]([C:28](O)=[O:29])=[CH:24][CH:23]=3)[CH:19]=[CH:20][CH:21]=1)[C:10]([CH3:32])([CH3:31])[CH2:9]2)=[O:5])[CH3:2].C[NH3+].F[P-](F)(F)(F)(F)F.N1(OC(N(C)C)=[N+](C)C)C2N=CC=CC=2N=N1.F[P-](F)(F)(F)(F)F.C(N(CC)CC)C.[C:73]([NH2:77])([CH3:76])([CH3:75])[CH3:74]. Product: [CH2:1]([O:3][C:4]([C:6]1[CH:7]=[C:8]2[C:13](=[CH:14][CH:15]=1)[NH:12][CH:11]([C:16]1[CH:17]=[C:18]([C:22]3[CH:23]=[CH:24][C:25]([C:28](=[O:29])[NH:77][C:73]([CH3:76])([CH3:75])[CH3:74])=[CH:26][CH:27]=3)[CH:19]=[CH:20][CH:21]=1)[C:10]([CH3:31])([CH3:32])[CH2:9]2)=[O:5])[CH3:2]. The catalyst class is: 4.